This data is from Forward reaction prediction with 1.9M reactions from USPTO patents (1976-2016). The task is: Predict the product of the given reaction. (1) Given the reactants Cl[C:2]1[CH:13]=[C:6]2[N:7]([CH3:12])[CH:8]([CH3:11])[CH2:9][CH2:10][N:5]2[C:4](=[O:14])[N:3]=1.[OH:15][CH2:16][C:17]1[CH:24]=[CH:23][C:20]([C:21]#[N:22])=[CH:19][CH:18]=1, predict the reaction product. The product is: [CH3:12][N:7]1[CH:8]([CH3:11])[CH2:9][CH2:10][N:5]2[C:4](=[O:14])[N:3]=[C:2]([O:15][CH2:16][C:17]3[CH:24]=[CH:23][C:20]([C:21]#[N:22])=[CH:19][CH:18]=3)[CH:13]=[C:6]12. (2) Given the reactants F[B-](F)(F)F.[CH3:6][C:7]1[CH:12]=[C:11]([O:13][CH3:14])[CH:10]=[CH:9][C:8]=1[N+:15]#[N:16].C1OCCOCCOCCOCCOCCOC1.C([O-])(=O)C.[K+], predict the reaction product. The product is: [CH3:14][O:13][C:11]1[CH:12]=[C:7]2[C:8](=[CH:9][CH:10]=1)[NH:15][N:16]=[CH:6]2. (3) Given the reactants [N:1]1([C:6]2[CH:11]=[CH:10][C:9](/[CH:12]=[CH:13]/[C:14]([C:20]3[CH:25]=[C:24]([Cl:26])[CH:23]=[C:22]([Cl:27])[CH:21]=3)([OH:19])[C:15]([F:18])([F:17])[F:16])=[CH:8][CH:7]=2)[CH:5]=[N:4][CH:3]=[N:2]1.[H-].[Na+].[CH3:30]I, predict the reaction product. The product is: [Cl:27][C:22]1[CH:21]=[C:20]([C:14]([O:19][CH3:30])([C:15]([F:18])([F:17])[F:16])/[CH:13]=[CH:12]/[C:9]2[CH:10]=[CH:11][C:6]([N:1]3[CH:5]=[N:4][CH:3]=[N:2]3)=[CH:7][CH:8]=2)[CH:25]=[C:24]([Cl:26])[CH:23]=1. (4) The product is: [ClH:34].[CH2:16]([O:23][C:24]1[CH:33]=[C:32]2[C:27]([C:28]([NH:4][C:3]3[CH:5]=[C:6]([O:10][C:11]([O:13][CH3:14])=[O:12])[C:7]([CH3:9])=[CH:8][C:2]=3[F:1])=[N:29][CH:30]=[N:31]2)=[CH:26][CH:25]=1)[C:17]1[CH:18]=[CH:19][CH:20]=[CH:21][CH:22]=1. Given the reactants [F:1][C:2]1[CH:8]=[C:7]([CH3:9])[C:6]([O:10][C:11]([O:13][CH3:14])=[O:12])=[CH:5][C:3]=1[NH2:4].Cl.[CH2:16]([O:23][C:24]1[CH:33]=[C:32]2[C:27]([C:28]([Cl:34])=[N:29][CH:30]=[N:31]2)=[CH:26][CH:25]=1)[C:17]1[CH:22]=[CH:21][CH:20]=[CH:19][CH:18]=1, predict the reaction product. (5) Given the reactants C([O:3][C:4](=O)/[C:5](/[C:12]1[CH:17]=[CH:16][C:15]([S:18]([CH3:21])(=[O:20])=[O:19])=[CH:14][CH:13]=1)=[CH:6]/[CH2:7][CH2:8][CH:9]([CH3:11])[CH3:10])C.CC(C[AlH]CC(C)C)C.C1(C)C=CC=CC=1, predict the reaction product. The product is: [CH3:21][S:18]([C:15]1[CH:16]=[CH:17][C:12](/[C:5](=[CH:6]\[CH2:7][CH2:8][CH:9]([CH3:11])[CH3:10])/[CH2:4][OH:3])=[CH:13][CH:14]=1)(=[O:19])=[O:20].